From a dataset of Catalyst prediction with 721,799 reactions and 888 catalyst types from USPTO. Predict which catalyst facilitates the given reaction. (1) Reactant: [Cl:1][C:2]1[CH:7]=[CH:6][C:5]([O:8][C:9]2[CH:16]=[CH:15][C:14]([CH:17]=[O:18])=[CH:13][C:10]=2[C:11]#[N:12])=[CH:4][C:3]=1[C:19]([F:22])([F:21])[F:20].[BH4-].[Na+]. Product: [Cl:1][C:2]1[CH:7]=[CH:6][C:5]([O:8][C:9]2[CH:16]=[CH:15][C:14]([CH2:17][OH:18])=[CH:13][C:10]=2[C:11]#[N:12])=[CH:4][C:3]=1[C:19]([F:20])([F:21])[F:22]. The catalyst class is: 5. (2) Reactant: [F:1][C:2]1[N:7]=[CH:6][C:5]([NH2:8])=[CH:4][CH:3]=1.[C:9](O[C:9]([O:11][C:12]([CH3:15])([CH3:14])[CH3:13])=[O:10])([O:11][C:12]([CH3:15])([CH3:14])[CH3:13])=[O:10]. Product: [F:1][C:2]1[N:7]=[CH:6][C:5]([NH:8][C:9](=[O:10])[O:11][C:12]([CH3:15])([CH3:14])[CH3:13])=[CH:4][CH:3]=1. The catalyst class is: 107.